This data is from NCI-60 drug combinations with 297,098 pairs across 59 cell lines. The task is: Regression. Given two drug SMILES strings and cell line genomic features, predict the synergy score measuring deviation from expected non-interaction effect. (1) Drug 1: CC1=C(C(CCC1)(C)C)C=CC(=CC=CC(=CC(=O)O)C)C. Synergy scores: CSS=6.49, Synergy_ZIP=-1.25, Synergy_Bliss=7.80, Synergy_Loewe=-4.60, Synergy_HSA=2.68. Drug 2: C(CC(=O)O)C(=O)CN.Cl. Cell line: T-47D. (2) Synergy scores: CSS=61.9, Synergy_ZIP=-3.02, Synergy_Bliss=-3.27, Synergy_Loewe=-12.4, Synergy_HSA=-1.38. Drug 2: CS(=O)(=O)OCCCCOS(=O)(=O)C. Drug 1: CNC(=O)C1=NC=CC(=C1)OC2=CC=C(C=C2)NC(=O)NC3=CC(=C(C=C3)Cl)C(F)(F)F. Cell line: SR. (3) Drug 1: CC1CCC2CC(C(=CC=CC=CC(CC(C(=O)C(C(C(=CC(C(=O)CC(OC(=O)C3CCCCN3C(=O)C(=O)C1(O2)O)C(C)CC4CCC(C(C4)OC)OCCO)C)C)O)OC)C)C)C)OC. Drug 2: C1=CC=C(C(=C1)C(C2=CC=C(C=C2)Cl)C(Cl)Cl)Cl. Cell line: HT29. Synergy scores: CSS=7.71, Synergy_ZIP=8.45, Synergy_Bliss=14.0, Synergy_Loewe=5.73, Synergy_HSA=5.49.